Dataset: Reaction yield outcomes from USPTO patents with 853,638 reactions. Task: Predict the reaction yield, written as a fraction of the theoretical maximum amount of product (1.0 means a 100% yield; for example, 0.34 means a 34% yield). (1) The reactants are CO.[OH-].[Na+].CO.C([O:10][C@H:11]([C:18](=[O:27])[NH:19][CH2:20][C:21]1[CH:26]=[CH:25][CH:24]=[CH:23][CH:22]=1)[C:12]1[CH:17]=[CH:16][CH:15]=[CH:14][CH:13]=1)(=O)C. The catalyst is CCOC(C)=O. The product is [CH2:20]([NH:19][C:18](=[O:27])[C@@H:11]([OH:10])[C:12]1[CH:13]=[CH:14][CH:15]=[CH:16][CH:17]=1)[C:21]1[CH:22]=[CH:23][CH:24]=[CH:25][CH:26]=1. The yield is 0.730. (2) The reactants are Cl.[NH2:2][C@H:3]1[CH2:8][CH2:7][CH2:6][N:5]([C:9]2[N:14]=[C:13]([NH:15][C:16](=[O:22])[O:17][C:18]([CH3:21])([CH3:20])[CH3:19])[CH:12]=[CH:11][CH:10]=2)[CH2:4]1.[C:23](O)(=[O:26])[CH:24]=[CH2:25].CN(C(ON1N=NC2C=CC=NC1=2)=[N+](C)C)C.F[P-](F)(F)(F)(F)F.CCN(C(C)C)C(C)C. The catalyst is C(Cl)Cl. The product is [C:23]([NH:2][C@H:3]1[CH2:8][CH2:7][CH2:6][N:5]([C:9]2[N:14]=[C:13]([NH:15][C:16](=[O:22])[O:17][C:18]([CH3:19])([CH3:21])[CH3:20])[CH:12]=[CH:11][CH:10]=2)[CH2:4]1)(=[O:26])[CH:24]=[CH2:25]. The yield is 0.600.